Dataset: Catalyst prediction with 721,799 reactions and 888 catalyst types from USPTO. Task: Predict which catalyst facilitates the given reaction. (1) Reactant: [CH3:1][CH2:2][C:3]([C:5]1[CH:10]=[CH:9]C(C#N)=[CH:7][CH:6]=1)=[O:4].[OH-:13].[Na+].[O:15]1[CH2:20][CH2:19]OCC1. Product: [C:3]([C:5]1[CH:10]=[CH:9][C:19]([C:20]([OH:15])=[O:13])=[CH:7][CH:6]=1)(=[O:4])[CH2:2][CH3:1]. The catalyst class is: 6. (2) Reactant: C([O:4][C@@H:5]1[C@@H:11]([O:12]C(=O)C)[C@:10]2([C:17]3[CH:22]=[CH:21][C:20]([Cl:23])=[C:19]([C:24](=[O:34])[C:25]4[CH:30]=[CH:29][C:28]([O:31][CH2:32][CH3:33])=[CH:27][CH:26]=4)[CH:18]=3)[O:16][C@@:7]([CH2:35][O:36]C(=O)C)([CH2:8][O:9]2)[C@H:6]1[O:40]C(=O)C)(=O)C.[BH4-].[Na+]. Product: [Cl:23][C:20]1[CH:21]=[CH:22][C:17]([C@@:10]23[O:16][C@@:7]([CH2:35][OH:36])([CH2:8][O:9]2)[C@@H:6]([OH:40])[C@H:5]([OH:4])[C@H:11]3[OH:12])=[CH:18][C:19]=1[CH:24]([C:25]1[CH:26]=[CH:27][C:28]([O:31][CH2:32][CH3:33])=[CH:29][CH:30]=1)[OH:34]. The catalyst class is: 5. (3) Reactant: CCN(C(C)C)C(C)C.CN(C(ON1N=NC2C=CC(=CC1=2)Cl)=[N+](C)C)C.F[P-](F)(F)(F)(F)F.[Cl:35][C:36]1[CH:65]=[CH:64][C:39]([CH2:40][NH:41][C:42]2[N:47]=[C:46]([O:48][CH2:49][C:50]([F:53])([F:52])[F:51])[N:45]=[C:44]([NH:54][C:55]3[CH:63]=[CH:62][C:58]([C:59]([OH:61])=O)=[CH:57][N:56]=3)[CH:43]=2)=[CH:38][CH:37]=1.[C:66]([O:70][C:71](=[O:79])[NH:72][CH2:73][C:74]([CH3:78])([CH3:77])[CH2:75][NH2:76])([CH3:69])([CH3:68])[CH3:67]. Product: [C:66]([O:70][C:71](=[O:79])[NH:72][CH2:73][C:74]([CH3:78])([CH3:77])[CH2:75][NH:76][C:59](=[O:61])[C:58]1[CH:62]=[CH:63][C:55]([NH:54][C:44]2[CH:43]=[C:42]([NH:41][CH2:40][C:39]3[CH:64]=[CH:65][C:36]([Cl:35])=[CH:37][CH:38]=3)[N:47]=[C:46]([O:48][CH2:49][C:50]([F:53])([F:51])[F:52])[N:45]=2)=[N:56][CH:57]=1)([CH3:69])([CH3:67])[CH3:68]. The catalyst class is: 3. (4) Reactant: [Li]CCCC.[CH3:6][N:7]1[CH:11]=[CH:10][N:9]=[CH:8]1.Cl[Si](CC)(CC)CC.[Cl:20][C:21]1[CH:26]=[CH:25][C:24]([C:27]([C:29]2[CH:30]=[C:31]3[C:36](=[CH:37][CH:38]=2)[N:35]=[C:34]([Cl:39])[CH:33]=[C:32]3[CH2:40][CH2:41][C:42]2[CH:47]=[CH:46][CH:45]=[CH:44][CH:43]=2)=[O:28])=[CH:23][CH:22]=1. Product: [Cl:39][C:34]1[CH:33]=[C:32]([CH2:40][CH2:41][C:42]2[CH:43]=[CH:44][CH:45]=[CH:46][CH:47]=2)[C:31]2[C:36](=[CH:37][CH:38]=[C:29]([C:27]([C:24]3[CH:23]=[CH:22][C:21]([Cl:20])=[CH:26][CH:25]=3)([C:11]3[N:7]([CH3:6])[CH:8]=[N:9][CH:10]=3)[OH:28])[CH:30]=2)[N:35]=1. The catalyst class is: 323. (5) Reactant: Br[C:2]1[C:7](=[O:8])[N:6]([CH2:9][C:10]2[CH:15]=[CH:14][C:13]([C:16]3[C:17]([C:22]#[N:23])=[CH:18][CH:19]=[CH:20][CH:21]=3)=[CH:12][C:11]=2[F:24])[C:5]([CH2:25][CH2:26][CH3:27])=[N:4][C:3]=1[CH2:28][CH3:29].[CH:30]([O:33][C:34]1[C:39](B(O)O)=[CH:38][CH:37]=[CH:36][N:35]=1)([CH3:32])[CH3:31].C(=O)([O-])[O-].[Cs+].[Cs+]. Product: [CH2:28]([C:3]1[N:4]=[C:5]([CH2:25][CH2:26][CH3:27])[N:6]([CH2:9][C:10]2[CH:15]=[CH:14][C:13]([C:16]3[C:17]([C:22]#[N:23])=[CH:18][CH:19]=[CH:20][CH:21]=3)=[CH:12][C:11]=2[F:24])[C:7](=[O:8])[C:2]=1[C:37]1[CH:36]=[N:35][C:34]([O:33][CH:30]([CH3:32])[CH3:31])=[CH:39][CH:38]=1)[CH3:29]. The catalyst class is: 439.